Dataset: Peptide-MHC class II binding affinity with 134,281 pairs from IEDB. Task: Regression. Given a peptide amino acid sequence and an MHC pseudo amino acid sequence, predict their binding affinity value. This is MHC class II binding data. The peptide sequence is MELQIVDKIDAAFKI. The MHC is DRB1_1101 with pseudo-sequence DRB1_1101. The binding affinity (normalized) is 0.602.